This data is from Full USPTO retrosynthesis dataset with 1.9M reactions from patents (1976-2016). The task is: Predict the reactants needed to synthesize the given product. The reactants are: C[O:2][C:3](=[O:17])[C:4]1[CH:9]=[C:8]([Cl:10])[C:7]([NH:11][C:12](=[O:14])[CH3:13])=[CH:6][C:5]=1[O:15][CH3:16].[Li+].[OH-]. Given the product [C:12]([NH:11][C:7]1[C:8]([Cl:10])=[CH:9][C:4]([C:3]([OH:17])=[O:2])=[C:5]([O:15][CH3:16])[CH:6]=1)(=[O:14])[CH3:13], predict the reactants needed to synthesize it.